Predict the reaction yield, written as a fraction of the theoretical maximum amount of product (1.0 means a 100% yield; for example, 0.34 means a 34% yield). From a dataset of Reaction yield outcomes from USPTO patents with 853,638 reactions. (1) The reactants are [OH-].[K+].[CH2:3]([O:10][C:11]1[CH:20]=[C:19]([O:21][CH2:22][C:23]2[CH:28]=[CH:27][CH:26]=[CH:25][CH:24]=2)[C:18]([C:29]([CH3:31])=[CH2:30])=[CH:17][C:12]=1[C:13]([O:15]C)=[O:14])[C:4]1[CH:9]=[CH:8][CH:7]=[CH:6][CH:5]=1. The catalyst is CO.O. The product is [CH2:3]([O:10][C:11]1[CH:20]=[C:19]([O:21][CH2:22][C:23]2[CH:28]=[CH:27][CH:26]=[CH:25][CH:24]=2)[C:18]([C:29]([CH3:31])=[CH2:30])=[CH:17][C:12]=1[C:13]([OH:15])=[O:14])[C:4]1[CH:5]=[CH:6][CH:7]=[CH:8][CH:9]=1. The yield is 0.950. (2) The reactants are I[C:2]1[CH:3]=[C:4]([C:12]2[CH:17]=[CH:16][CH:15]=[CH:14][C:13]=2[C:18]([F:21])([F:20])[F:19])[CH:5]=[C:6]([N+:9]([O-:11])=[O:10])[C:7]=1[NH2:8].C[C:23]([N:25](C)C)=O. The catalyst is O. The product is [C:23]([C:2]1[CH:3]=[C:4]([C:12]2[CH:17]=[CH:16][CH:15]=[CH:14][C:13]=2[C:18]([F:21])([F:20])[F:19])[CH:5]=[C:6]([N+:9]([O-:11])=[O:10])[C:7]=1[NH2:8])#[N:25]. The yield is 0.500. (3) The reactants are [O:1]1[CH2:6][CH2:5][N:4]([C:7]2[C:8]3[N:9]([CH:13]=[C:14]([C:16](OCC)=[O:17])[N:15]=3)[CH:10]=[CH:11][N:12]=2)[CH2:3][CH2:2]1.[H-].[H-].[H-].[H-].[Li+].[Al+3]. The catalyst is C1COCC1. The product is [O:1]1[CH2:2][CH2:3][N:4]([C:7]2[C:8]3[N:9]([CH:13]=[C:14]([CH2:16][OH:17])[N:15]=3)[CH:10]=[CH:11][N:12]=2)[CH2:5][CH2:6]1. The yield is 0.530.